This data is from Retrosynthesis with 50K atom-mapped reactions and 10 reaction types from USPTO. The task is: Predict the reactants needed to synthesize the given product. (1) Given the product COc1cc(NC(C)=O)ccc1N1CCN(CCN(C(=O)C2CCCCC2)c2ccccn2)CC1, predict the reactants needed to synthesize it. The reactants are: CC(=O)Cl.COc1cc(N)ccc1N1CCN(CCN(C(=O)C2CCCCC2)c2ccccn2)CC1. (2) Given the product COc1nc2ccc(Br)cc2c(Cl)c1CN1CCC(O)(C(F)(F)F)CC1, predict the reactants needed to synthesize it. The reactants are: COc1nc2ccc(Br)cc2c(Cl)c1CBr.OC1(C(F)(F)F)CCNCC1.